The task is: Predict which catalyst facilitates the given reaction.. This data is from Catalyst prediction with 721,799 reactions and 888 catalyst types from USPTO. Reactant: [O:1]=[C:2]1[NH:7][C:6]2[CH:8]=[CH:9][C:10]([NH:12][C:13](=[O:17])[C:14]([OH:16])=O)=[CH:11][C:5]=2[O:4][CH2:3]1.[CH2:18]([O:25][CH:26]1[CH2:31][CH2:30][NH:29][CH2:28][CH2:27]1)[C:19]1[CH:24]=[CH:23][CH:22]=[CH:21][CH:20]=1. Product: [CH2:18]([O:25][CH:26]1[CH2:31][CH2:30][N:29]([C:14](=[O:16])[C:13]([NH:12][C:10]2[CH:9]=[CH:8][C:6]3[NH:7][C:2](=[O:1])[CH2:3][O:4][C:5]=3[CH:11]=2)=[O:17])[CH2:28][CH2:27]1)[C:19]1[CH:20]=[CH:21][CH:22]=[CH:23][CH:24]=1. The catalyst class is: 27.